This data is from Catalyst prediction with 721,799 reactions and 888 catalyst types from USPTO. The task is: Predict which catalyst facilitates the given reaction. (1) Reactant: [Cl:1][C:2]1[CH:7]=[CH:6][CH:5]=[CH:4][C:3]=1[C:8]#[CH:9].C([Li])CCC.[N:15]1[CH:20]=[CH:19][CH:18]=[C:17]([CH:21]=[O:22])[CH:16]=1.O. Product: [Cl:1][C:2]1[CH:7]=[CH:6][CH:5]=[CH:4][C:3]=1[C:8]#[C:9][CH:21]([C:17]1[CH:16]=[N:15][CH:20]=[CH:19][CH:18]=1)[OH:22]. The catalyst class is: 188. (2) Product: [Cl:10][C:8]1[C:7]([O:11][CH3:12])=[CH:6][C:5]([O:13][CH2:14][CH2:15][CH2:16][N:17]2[CH2:22][CH2:21][C:20]([C:24]3[CH:25]=[CH:26][C:27]([Cl:30])=[CH:28][CH:29]=3)([OH:23])[C:19]([CH3:32])([CH3:31])[CH2:18]2)=[C:4]([CH:9]=1)[C:3]([OH:33])=[O:2]. Reactant: C[O:2][C:3](=[O:33])[C:4]1[CH:9]=[C:8]([Cl:10])[C:7]([O:11][CH3:12])=[CH:6][C:5]=1[O:13][CH2:14][CH2:15][CH2:16][N:17]1[CH2:22][CH2:21][C:20]([C:24]2[CH:29]=[CH:28][C:27]([Cl:30])=[CH:26][CH:25]=2)([OH:23])[C:19]([CH3:32])([CH3:31])[CH2:18]1.[Li+].[OH-]. The catalyst class is: 20. (3) Reactant: [OH:1][C:2]1[C:3]([CH:11]2[C:19]3[C:14](=[CH:15][CH:16]=[CH:17][CH:18]=3)[N:13]([CH2:20][C:21]3[CH:30]=[CH:29][CH:28]=[CH:27][C:22]=3[C:23]([O:25][CH3:26])=[O:24])[C:12]2=[O:31])=[CH:4][C:5]2[O:9][CH2:8][O:7][C:6]=2[CH:10]=1.[CH2:32]=[O:33].C([N-]C(C)C)(C)C.[Li+]. Product: [OH:1][C:2]1[C:3]([C:11]2([CH2:32][OH:33])[C:19]3[C:14](=[CH:15][CH:16]=[CH:17][CH:18]=3)[N:13]([CH2:20][C:21]3[CH:30]=[CH:29][CH:28]=[CH:27][C:22]=3[C:23]([O:25][CH3:26])=[O:24])[C:12]2=[O:31])=[CH:4][C:5]2[O:9][CH2:8][O:7][C:6]=2[CH:10]=1. The catalyst class is: 1. (4) Reactant: [CH3:1][S:2](Cl)(=[O:4])=[O:3].[CH:6]([O:9][C:10]([N:12]1[CH2:18][CH2:17][CH2:16][CH:15]([N:19]([C:35](=[O:37])[CH3:36])[CH2:20][C:21]2[CH:26]=[C:25]([C:27]([F:30])([F:29])[F:28])[CH:24]=[C:23]([C:31]([F:34])([F:33])[F:32])[CH:22]=2)[C:14]2[CH:38]=[C:39]([NH2:42])[CH:40]=[CH:41][C:13]1=2)=[O:11])([CH3:8])[CH3:7].N1C=CC=CC=1. Product: [C:35]([N:19]([CH2:20][C:21]1[CH:22]=[C:23]([C:31]([F:34])([F:33])[F:32])[CH:24]=[C:25]([C:27]([F:30])([F:28])[F:29])[CH:26]=1)[CH:15]1[CH2:16][CH2:17][CH2:18][N:12]([C:10]([O:9][CH:6]([CH3:8])[CH3:7])=[O:11])[C:13]2[CH:41]=[CH:40][C:39]([NH:42][S:2]([CH3:1])(=[O:4])=[O:3])=[CH:38][C:14]1=2)(=[O:37])[CH3:36]. The catalyst class is: 4. (5) Reactant: [CH3:1][C:2]1[CH:19]=[CH:18][CH:17]=[C:16]([CH3:20])[C:3]=1/[CH:4]=[CH:5]/[C:6]1[CH:7]=[C:8]([CH2:12][CH2:13][CH2:14][NH2:15])[CH:9]=[CH:10][CH:11]=1.[ClH:21]. Product: [ClH:21].[CH3:1][C:2]1[CH:19]=[CH:18][CH:17]=[C:16]([CH3:20])[C:3]=1/[CH:4]=[CH:5]/[C:6]1[CH:7]=[C:8]([CH2:12][CH2:13][CH2:14][NH2:15])[CH:9]=[CH:10][CH:11]=1. The catalyst class is: 27. (6) Reactant: [N+:1]([C:4]1[CH:5]=[C:6]([NH:10][C:11]2[C:20]3[C:15](=[C:16]([C:21]4[CH:26]=[CH:25][CH:24]=[CH:23][CH:22]=4)[CH:17]=[CH:18][CH:19]=3)[CH:14]=[CH:13][N:12]=2)[CH:7]=[CH:8][CH:9]=1)([O-])=O.[H][H]. Product: [NH2:1][C:4]1[CH:5]=[C:6]([NH:10][C:11]2[C:20]3[C:15](=[C:16]([C:21]4[CH:22]=[CH:23][CH:24]=[CH:25][CH:26]=4)[CH:17]=[CH:18][CH:19]=3)[CH:14]=[CH:13][N:12]=2)[CH:7]=[CH:8][CH:9]=1. The catalyst class is: 541. (7) Reactant: [NH:1]1[CH:5]=[CH:4][N:3]=[C:2]1[CH2:6][N:7]([CH2:14][C:15]1[CH:28]=[CH:27][C:18]([C:19]([NH:21][CH2:22][CH2:23][CH2:24][CH2:25]N)=[O:20])=[CH:17][CH:16]=1)[CH2:8][C:9]1[NH:10][CH:11]=[CH:12][N:13]=1.C(OC)(OC)OC.[CH:36](=O)[CH2:37][CH:38]([CH3:40])[CH3:39].[C:42]([BH3-])#[N:43].[Na+]. Product: [NH:10]1[CH:11]=[CH:12][N:13]=[C:9]1[CH2:8][N:7]([CH2:14][C:15]1[CH:28]=[CH:27][C:18]([C:19]([NH:21][CH2:22][CH2:23][CH2:24][CH2:25][N:43]([CH2:42][CH2:14][CH:15]([CH3:28])[CH3:16])[CH2:36][CH2:37][CH:38]([CH3:40])[CH3:39])=[O:20])=[CH:17][CH:16]=1)[CH2:6][C:2]1[NH:1][CH:5]=[CH:4][N:3]=1. The catalyst class is: 130. (8) Reactant: COC(=O)C[NH:5][C:6](=[O:37])[C:7]1[CH:12]=[C:11]([Cl:13])[C:10]([O:14][C:15]2[CH:20]=[CH:19][N:18]=[CH:17][C:16]=2[C:21]([N:23]2[C:32]3[C:27](=[CH:28][CH:29]=[CH:30][CH:31]=3)[N:26]([CH:33]3[CH2:35][CH2:34]3)[CH2:25][CH2:24]2)=[O:22])=[CH:9][C:8]=1[Cl:36].[CH3:39][O:40][C:41](=[O:49])[C:42]1[CH:47]=[CH:46][C:45](N)=[CH:44][CH:43]=1. Product: [CH3:39][O:40][C:41](=[O:49])[C:42]1[CH:47]=[CH:46][C:45]([NH:5][C:6](=[O:37])[C:7]2[CH:12]=[C:11]([Cl:13])[C:10]([O:14][C:15]3[CH:20]=[CH:19][N:18]=[CH:17][C:16]=3[C:21]([N:23]3[C:32]4[C:27](=[CH:28][CH:29]=[CH:30][CH:31]=4)[N:26]([CH:33]4[CH2:35][CH2:34]4)[CH2:25][CH2:24]3)=[O:22])=[CH:9][C:8]=2[Cl:36])=[CH:44][CH:43]=1. The catalyst class is: 644. (9) Reactant: C([Mg]Cl)(C)C.I[C:7]1[CH:12]=[C:11]([C:13]([F:16])([F:15])[F:14])[CH:10]=[CH:9][C:8]=1[CH2:17][CH3:18].C[O:20][B:21](OC)[O:22]C.Cl. The catalyst class is: 1. Product: [CH2:17]([C:8]1[CH:9]=[CH:10][C:11]([C:13]([F:16])([F:15])[F:14])=[CH:12][C:7]=1[B:21]([OH:22])[OH:20])[CH3:18].